From a dataset of Full USPTO retrosynthesis dataset with 1.9M reactions from patents (1976-2016). Predict the reactants needed to synthesize the given product. (1) Given the product [NH2:1][C:2]1[N:11]=[CH:10][C:9]2[CH2:8][CH2:7][C:6]3[C:12]([C:16]([NH:43][C:42]4[C:44]([CH2:48][CH3:49])=[CH:45][CH:46]=[CH:47][C:41]=4[CH2:39][CH3:40])=[O:18])=[N:13][N:14]([CH3:15])[C:5]=3[C:4]=2[N:3]=1, predict the reactants needed to synthesize it. The reactants are: [NH2:1][C:2]1[N:11]=[CH:10][C:9]2[CH2:8][CH2:7][C:6]3[C:12]([C:16]([OH:18])=O)=[N:13][N:14]([CH3:15])[C:5]=3[C:4]=2[N:3]=1.[K].C(N(C(C)C)C(C)C)C.ON1C2C=CC=CC=2N=N1.[CH2:39]([C:41]1[CH:47]=[CH:46][CH:45]=[C:44]([CH2:48][CH3:49])[C:42]=1[NH2:43])[CH3:40]. (2) Given the product [Br:33][CH2:17][C:15]1[O:16][C:12]2[CH:11]=[C:10]([C:18]([O:20][CH2:21][CH3:22])=[O:19])[CH:9]=[C:8]([O:7][C:6]3[CH:5]=[CH:4][C:3]([CH:2]([F:1])[F:25])=[CH:24][CH:23]=3)[C:13]=2[CH:14]=1, predict the reactants needed to synthesize it. The reactants are: [F:1][CH:2]([F:25])[C:3]1[CH:24]=[CH:23][C:6]([O:7][C:8]2[C:13]3[CH:14]=[C:15]([CH3:17])[O:16][C:12]=3[CH:11]=[C:10]([C:18]([O:20][CH2:21][CH3:22])=[O:19])[CH:9]=2)=[CH:5][CH:4]=1.C1C(=O)N([Br:33])C(=O)C1.C(OOC(=O)C1C=CC=CC=1)(=O)C1C=CC=CC=1. (3) Given the product [CH3:1][O:2][C:3]1[CH:11]=[C:10]2[C:6]([CH:7]=[N:8][NH:9]2)=[CH:5][C:4]=1[NH:12][C:13]1[C:14]2[C:21]3[CH2:22][CH2:23][CH:24]([C:26]([N:33]4[CH2:34][CH2:35][N:30]([CH3:29])[CH2:31][CH2:32]4)=[O:27])[CH2:25][C:20]=3[S:19][C:15]=2[N:16]=[CH:17][N:18]=1, predict the reactants needed to synthesize it. The reactants are: [CH3:1][O:2][C:3]1[CH:11]=[C:10]2[C:6]([CH:7]=[N:8][NH:9]2)=[CH:5][C:4]=1[NH:12][C:13]1[C:14]2[C:21]3[CH2:22][CH2:23][CH:24]([C:26](O)=[O:27])[CH2:25][C:20]=3[S:19][C:15]=2[N:16]=[CH:17][N:18]=1.[CH3:29][N:30]1[CH2:35][CH2:34][NH:33][CH2:32][CH2:31]1. (4) Given the product [NH2:15][C:16]1[N:17]=[CH:18][C:19]([C:22]2[N:26]([C:27]3[CH:28]=[N:29][C:30]([O:33][CH3:34])=[CH:31][CH:32]=3)[N:25]=[C:24]([C:35]([N:37]3[CH2:38][CH2:39][C:40]([F:43])([F:44])[CH2:41][CH2:42]3)=[O:36])[CH:23]=2)=[N:20][CH:21]=1, predict the reactants needed to synthesize it. The reactants are: FC(F)(F)C(O)=O.C(OC([NH:15][C:16]1[N:17]=[CH:18][C:19]([C:22]2[N:26]([C:27]3[CH:28]=[N:29][C:30]([O:33][CH3:34])=[CH:31][CH:32]=3)[N:25]=[C:24]([C:35]([N:37]3[CH2:42][CH2:41][C:40]([F:44])([F:43])[CH2:39][CH2:38]3)=[O:36])[CH:23]=2)=[N:20][CH:21]=1)=O)(C)(C)C.C(=O)([O-])O.[Na+].C(Cl)(Cl)Cl. (5) Given the product [F:32][C:10]([F:9])([C:28]([F:29])([F:30])[F:31])[C:11]([F:26])([F:27])[C:12]1[O:13][C:14]2[CH:20]=[CH:19][C:18]([CH:21]([CH3:1])[C:22]([O:24][CH3:25])=[O:23])=[CH:17][C:15]=2[N:16]=1, predict the reactants needed to synthesize it. The reactants are: [CH:1]([N-]C(C)C)(C)C.[Li+].[F:9][C:10]([F:32])([C:28]([F:31])([F:30])[F:29])[C:11]([F:27])([F:26])[C:12]1[O:13][C:14]2[CH:20]=[CH:19][C:18]([CH2:21][C:22]([O:24][CH3:25])=[O:23])=[CH:17][C:15]=2[N:16]=1.CI. (6) Given the product [NH2:30][CH2:28][C@H:25]1[CH2:24][CH2:23][C@H:22]([CH2:21][NH:20][S:17]([C:6]2[CH:7]=[C:8]([O:11][CH2:12][C:13]([F:14])([F:15])[F:16])[CH:9]=[CH:10][C:5]=2[O:4][CH2:3][C:2]([F:32])([F:1])[F:31])(=[O:18])=[O:19])[CH2:27][CH2:26]1, predict the reactants needed to synthesize it. The reactants are: [F:1][C:2]([F:32])([F:31])[CH2:3][O:4][C:5]1[CH:10]=[CH:9][C:8]([O:11][CH2:12][C:13]([F:16])([F:15])[F:14])=[CH:7][C:6]=1[S:17]([NH:20][CH2:21][C@H:22]1[CH2:27][CH2:26][C@H:25]([C:28]([NH2:30])=O)[CH2:24][CH2:23]1)(=[O:19])=[O:18]. (7) Given the product [CH3:2][O:3][C:4]1[N:5]=[C:6]2[C:11](=[CH:12][CH:13]=1)[N:10]=[CH:9][CH:8]=[C:7]2[N:14]1[CH2:20][CH2:19][CH2:18][N:17]([CH2:21][CH2:22][NH:23][S:35]([C:33]2[CH:32]=[CH:31][C:28]3[S:29][CH2:30][C:25](=[O:24])[NH:26][C:27]=3[CH:39]=2)(=[O:37])=[O:36])[CH2:16][CH2:15]1, predict the reactants needed to synthesize it. The reactants are: Cl.[CH3:2][O:3][C:4]1[N:5]=[C:6]2[C:11](=[CH:12][CH:13]=1)[N:10]=[CH:9][CH:8]=[C:7]2[N:14]1[CH2:20][CH2:19][CH2:18][N:17]([CH2:21][CH2:22][NH2:23])[CH2:16][CH2:15]1.[O:24]=[C:25]1[CH2:30][S:29][C:28]2[CH:31]=[CH:32][C:33]([S:35](Cl)(=[O:37])=[O:36])=N[C:27]=2[NH:26]1.[CH:39](N(C(C)C)CC)(C)C.